This data is from Forward reaction prediction with 1.9M reactions from USPTO patents (1976-2016). The task is: Predict the product of the given reaction. (1) Given the reactants [Cl:1][C:2]1[CH:7]=[C:6]([C:8]2[CH:13]=[CH:12][CH:11]=[CH:10][C:9]=2[O:14][CH3:15])[N:5]=[C:4](C(O)=O)[CH:3]=1.C1C=CC(P(N=[N+]=[N-])(C2C=CC=CC=2)=[O:26])=CC=1.C([N:38]([CH2:41]C)CC)C.[C:43]([OH:47])([CH3:46])([CH3:45])[CH3:44], predict the reaction product. The product is: [C:43]([O:47][C:41](=[O:26])[NH:38][C:4]1[CH:3]=[C:2]([Cl:1])[CH:7]=[C:6]([C:8]2[CH:13]=[CH:12][CH:11]=[CH:10][C:9]=2[O:14][CH3:15])[N:5]=1)([CH3:46])([CH3:45])[CH3:44]. (2) Given the reactants [N:1]1[C:8]([Cl:9])=[N:7][C:5](Cl)=[N:4][C:2]=1[Cl:3].[NH:10]1[CH2:15][CH2:14][O:13][CH2:12][CH2:11]1.O, predict the reaction product. The product is: [Cl:9][C:8]1[N:1]=[C:2]([Cl:3])[N:4]=[C:5]([N:10]2[CH2:15][CH2:14][O:13][CH2:12][CH2:11]2)[N:7]=1. (3) Given the reactants Br[C:2]1[CH:3]=[C:4]([C:8]2[N:12]([C:13]3[C:18]([CH:19]([CH3:21])[CH3:20])=[CH:17][CH:16]=[CH:15][C:14]=3[CH:22]([CH3:24])[CH3:23])[C:11]3[CH:25]=[CH:26][CH:27]=[CH:28][C:10]=3[N:9]=2)[CH:5]=[CH:6][CH:7]=1.[CH3:29][C:30]1([CH3:46])[C:34]([CH3:36])([CH3:35])[O:33][B:32]([B:32]2[O:33][C:34]([CH3:36])([CH3:35])[C:30]([CH3:46])([CH3:29])[O:31]2)[O:31]1.C1(P(C2CCCCC2)C2C=CC=CC=2C2C(OC)=CC=CC=2OC)CCCCC1.C([O-])(=O)C.[K+], predict the reaction product. The product is: [CH:19]([C:18]1[CH:17]=[CH:16][CH:15]=[C:14]([CH:22]([CH3:23])[CH3:24])[C:13]=1[N:12]1[C:11]2[CH:25]=[CH:26][CH:27]=[CH:28][C:10]=2[N:9]=[C:8]1[C:4]1[CH:5]=[CH:6][CH:7]=[C:2]([B:32]2[O:33][C:34]([CH3:36])([CH3:35])[C:30]([CH3:46])([CH3:29])[O:31]2)[CH:3]=1)([CH3:21])[CH3:20]. (4) Given the reactants [NH2:1][C:2]1[CH:28]=[CH:27][C:5]([O:6][C:7]2[CH:12]=[CH:11][N:10]=[C:9]([NH:13][C:14]([N:16]3[CH2:21][CH2:20][N:19]([CH:22]4[CH2:25][N:24]([CH3:26])[CH2:23]4)[CH2:18][CH2:17]3)=[O:15])[CH:8]=2)=[CH:4][CH:3]=1.[C:29]1([CH2:35][C:36]([N:38]=[C:39]=[O:40])=[O:37])[CH:34]=[CH:33][CH:32]=[CH:31][CH:30]=1.C(OCC)C, predict the reaction product. The product is: [C:29]1([CH2:35][C:36]([NH:38][C:39](=[O:40])[NH:1][C:2]2[CH:28]=[CH:27][C:5]([O:6][C:7]3[CH:12]=[CH:11][N:10]=[C:9]([NH:13][C:14]([N:16]4[CH2:21][CH2:20][N:19]([CH:22]5[CH2:23][N:24]([CH3:26])[CH2:25]5)[CH2:18][CH2:17]4)=[O:15])[CH:8]=3)=[CH:4][CH:3]=2)=[O:37])[CH:34]=[CH:33][CH:32]=[CH:31][CH:30]=1.